This data is from Forward reaction prediction with 1.9M reactions from USPTO patents (1976-2016). The task is: Predict the product of the given reaction. Given the reactants [F:1][C:2]1([F:40])[CH2:7][CH2:6][CH:5]([C:8]([NH:10][CH2:11][C:12]([CH3:39])([C:33]2[CH:38]=[CH:37][CH:36]=[CH:35][CH:34]=2)[CH2:13][CH2:14][N:15]2[C@H:20]3[CH2:21][CH2:22][C@@H:16]2[CH2:17][CH:18]([N:23]2[C:27]4[CH:28]=[CH:29][CH:30]=[CH:31][C:26]=4[N:25]=[C:24]2[CH3:32])[CH2:19]3)=[O:9])[CH2:4][CH2:3]1.[H-].[Na+].I[CH3:44].O, predict the reaction product. The product is: [F:40][C:2]1([F:1])[CH2:7][CH2:6][CH:5]([C:8]([N:10]([CH3:44])[CH2:11][C:12]([CH3:39])([C:33]2[CH:38]=[CH:37][CH:36]=[CH:35][CH:34]=2)[CH2:13][CH2:14][N:15]2[C@H:20]3[CH2:21][CH2:22][C@@H:16]2[CH2:17][CH:18]([N:23]2[C:27]4[CH:28]=[CH:29][CH:30]=[CH:31][C:26]=4[N:25]=[C:24]2[CH3:32])[CH2:19]3)=[O:9])[CH2:4][CH2:3]1.